From a dataset of Forward reaction prediction with 1.9M reactions from USPTO patents (1976-2016). Predict the product of the given reaction. (1) Given the reactants [CH3:1][C:2]1[C:6]2[C:7](=[O:19])[N:8]([CH2:12][CH2:13][N:14]3[CH2:18][CH2:17][CH2:16][CH2:15]3)[CH2:9][CH2:10][CH2:11][C:5]=2[NH:4][C:3]=1[CH:20]=O.[Br:22][C:23]1[CH:24]=[C:25]([F:33])[CH:26]=[C:27]2[C:31]=1[NH:30][C:29](=[O:32])[CH2:28]2, predict the reaction product. The product is: [Br:22][C:23]1[CH:24]=[C:25]([F:33])[CH:26]=[C:27]2[C:31]=1[NH:30][C:29](=[O:32])/[C:28]/2=[CH:20]\[C:3]1[NH:4][C:5]2[CH2:11][CH2:10][CH2:9][N:8]([CH2:12][CH2:13][N:14]3[CH2:15][CH2:16][CH2:17][CH2:18]3)[C:7](=[O:19])[C:6]=2[C:2]=1[CH3:1]. (2) Given the reactants CC1[N:3]([C:8]2[N:13]=[C:12]([CH2:14][C:15]([N:17]3[C:22]4[CH:23]=[CH:24][C:25]([NH:27][C:28]([C:30]5[C:31]([C:36]6[CH:41]=[CH:40][C:39]([C:42]([F:45])([F:44])[F:43])=[CH:38][CH:37]=6)=[CH:32][CH:33]=[CH:34][CH:35]=5)=[O:29])=[CH:26][C:21]=4[O:20][CH2:19][CH2:18]3)=[O:16])[CH:11]=[CH:10][CH:9]=2)C(C)=CC=1.Cl.NO.C(N(CC)CC)C, predict the reaction product. The product is: [NH2:3][C:8]1[N:13]=[C:12]([CH2:14][C:15]([N:17]2[C:22]3[CH:23]=[CH:24][C:25]([NH:27][C:28]([C:30]4[C:31]([C:36]5[CH:37]=[CH:38][C:39]([C:42]([F:43])([F:45])[F:44])=[CH:40][CH:41]=5)=[CH:32][CH:33]=[CH:34][CH:35]=4)=[O:29])=[CH:26][C:21]=3[O:20][CH2:19][CH2:18]2)=[O:16])[CH:11]=[CH:10][CH:9]=1. (3) Given the reactants [CH:1]1([NH:7][C:8]2[CH:17]=[C:16]3[C:11]([C:12](=[O:30])[C:13]([NH:23][CH2:24][C:25]([O:27][CH2:28][CH3:29])=[O:26])=[CH:14][N:15]3[CH:18]([CH2:21][CH3:22])[CH2:19][CH3:20])=[CH:10][C:9]=2[F:31])[CH2:6][CH2:5][CH2:4][CH2:3][CH2:2]1.C(N(CC)CC)C.Cl[C:40](=[O:49])[CH2:41][CH2:42][CH2:43][C:44]([O:46][CH2:47][CH3:48])=[O:45].O, predict the reaction product. The product is: [CH:1]1([NH:7][C:8]2[CH:17]=[C:16]3[C:11]([C:12](=[O:30])[C:13]([N:23]([CH2:24][C:25]([O:27][CH2:28][CH3:29])=[O:26])[C:40](=[O:49])[CH2:41][CH2:42][CH2:43][C:44]([O:46][CH2:47][CH3:48])=[O:45])=[CH:14][N:15]3[CH:18]([CH2:21][CH3:22])[CH2:19][CH3:20])=[CH:10][C:9]=2[F:31])[CH2:2][CH2:3][CH2:4][CH2:5][CH2:6]1. (4) Given the reactants [C:1]([O:5][C:6]([N:8]1[CH2:13][CH2:12][C:11]([CH2:17][C:18]2[CH:23]=[CH:22][C:21]([C:24]3[CH:29]=[CH:28][CH:27]=[CH:26][CH:25]=3)=[CH:20][CH:19]=2)([C:14](O)=[O:15])[CH2:10][CH2:9]1)=[O:7])([CH3:4])([CH3:3])[CH3:2].[CH:30]1([CH2:36][NH2:37])[CH2:35][CH2:34][CH2:33][CH2:32][CH2:31]1.C(N(C(C)C)CC)(C)C.CN(C(ON1N=NC2C=CC=CC1=2)=[N+](C)C)C.F[P-](F)(F)(F)(F)F, predict the reaction product. The product is: [C:1]([O:5][C:6]([N:8]1[CH2:13][CH2:12][C:11]([CH2:17][C:18]2[CH:19]=[CH:20][C:21]([C:24]3[CH:25]=[CH:26][CH:27]=[CH:28][CH:29]=3)=[CH:22][CH:23]=2)([C:14](=[O:15])[NH:37][CH2:36][CH:30]2[CH2:35][CH2:34][CH2:33][CH2:32][CH2:31]2)[CH2:10][CH2:9]1)=[O:7])([CH3:4])([CH3:2])[CH3:3]. (5) Given the reactants [CH2:1]([O:3][C:4](=[O:27])[CH:5]([O:23][CH:24]([CH3:26])[CH3:25])[CH2:6][C:7]1[CH:12]=[CH:11][C:10]([OH:13])=[C:9]([CH2:14][NH:15][C:16]([O:18][C:19]([CH3:22])([CH3:21])[CH3:20])=[O:17])[CH:8]=1)[CH3:2].[Br:28]N1C(=O)CCC1=O, predict the reaction product. The product is: [CH2:1]([O:3][C:4](=[O:27])[CH:5]([O:23][CH:24]([CH3:26])[CH3:25])[CH2:6][C:7]1[CH:8]=[C:9]([CH2:14][NH:15][C:16]([O:18][C:19]([CH3:20])([CH3:21])[CH3:22])=[O:17])[C:10]([OH:13])=[C:11]([Br:28])[CH:12]=1)[CH3:2]. (6) The product is: [CH2:1]([CH:8]1[CH2:13][C:12]2([C:30]3[C:29](=[CH:28][CH:27]=[C:26]([Cl:25])[CH:31]=3)[N:32]=[CH:14]2)[CH2:11][CH2:10][N:9]1[C:17]([O:19][C:20]([CH3:23])([CH3:22])[CH3:21])=[O:18])[C:2]1[CH:7]=[CH:6][CH:5]=[CH:4][CH:3]=1. Given the reactants [CH2:1]([CH:8]1[CH2:13][C:12](=[CH:14]OC)[CH2:11][CH2:10][N:9]1[C:17]([O:19][C:20]([CH3:23])([CH3:22])[CH3:21])=[O:18])[C:2]1[CH:7]=[CH:6][CH:5]=[CH:4][CH:3]=1.Cl.[Cl:25][C:26]1[CH:31]=[CH:30][C:29]([NH:32]N)=[CH:28][CH:27]=1.C(O)(C(F)(F)F)=O.C(N(CC)CC)C.CC(OC(OC(OC(C)(C)C)=O)=O)(C)C, predict the reaction product.